The task is: Predict which catalyst facilitates the given reaction.. This data is from Catalyst prediction with 721,799 reactions and 888 catalyst types from USPTO. (1) Reactant: [S:1]1[CH:5]=[CH:4][CH:3]=[C:2]1[S:6]([NH:9][C:10]1[CH:11]=[CH:12][CH:13]=[C:14]2[C:18]=1[NH:17][C:16]([C:19](OCC)=[O:20])=[CH:15]2)(=[O:8])=[O:7].O1CCCC1.[H-].[Al+3].[Li+].[H-].[H-].[H-].[Cl-].[NH4+]. Product: [OH:20][CH2:19][C:16]1[NH:17][C:18]2[C:14]([CH:15]=1)=[CH:13][CH:12]=[CH:11][C:10]=2[NH:9][S:6]([C:2]1[S:1][CH:5]=[CH:4][CH:3]=1)(=[O:8])=[O:7]. The catalyst class is: 8. (2) The catalyst class is: 7. Reactant: ClC(Cl)(Cl)CO[C:5]([NH:7][C:8]1[CH:12]=[CH:11][O:10][N:9]=1)=O.OC[C@@H:17]1[O:21][C:20](=[O:22])[N:19]([C:23]2[CH:28]=[CH:27][C:26]([N:29]3[CH2:34][CH2:33][O:32][CH2:31][CH2:30]3)=[C:25]([F:35])[CH:24]=2)[CH2:18]1.C(P(CCCC)CCCC)CCC.N(C(N1CCCCC1)=O)=NC(N1CCCCC1)=O. Product: [O:10]1[CH:11]=[CH:12][C:8]([NH:7][CH2:5][C@@H:17]2[O:21][C:20](=[O:22])[N:19]([C:23]3[CH:28]=[CH:27][C:26]([N:29]4[CH2:34][CH2:33][O:32][CH2:31][CH2:30]4)=[C:25]([F:35])[CH:24]=3)[CH2:18]2)=[N:9]1.